From a dataset of Cav3 T-type calcium channel HTS with 100,875 compounds. Binary Classification. Given a drug SMILES string, predict its activity (active/inactive) in a high-throughput screening assay against a specified biological target. (1) The molecule is S(=O)(=O)(NCC(=O)N(C(c1ccncc1)C(=O)NCCOC)CC=C)c1ccccc1. The result is 0 (inactive). (2) The molecule is S(C=1NC(=O)CC(c2cc3OCOc3cc2)C1C#N)CC(=O)Nc1cc(c(cc1)C)C. The result is 0 (inactive). (3) The molecule is Oc1c([nH]c2c(c1=O)ccc(c2)C(=O)N)c1ccc(cc1)C. The result is 0 (inactive). (4) The compound is O=C(N1CCCc2c1cccc2)c1c2n(nc1)cccc2. The result is 0 (inactive). (5) The compound is ClC=1c2sc(NC(=O)CN3CCCCC3)c(c2CCC1C=O)C(OCC)=O. The result is 0 (inactive). (6) The drug is S(c1n(c2c(n1)cccc2)CC)Cc1onc(n1)c1ccccc1. The result is 1 (active). (7) The molecule is S(c1n2c(cc(nc2nn1)C)C)CC(=O)Nc1ccccc1. The result is 0 (inactive). (8) The drug is S(=O)(=O)(Nc1c(C(=O)NCCC)cccc1)c1cc(OC)c(OC)cc1. The result is 0 (inactive).